Dataset: Reaction yield outcomes from USPTO patents with 853,638 reactions. Task: Predict the reaction yield, written as a fraction of the theoretical maximum amount of product (1.0 means a 100% yield; for example, 0.34 means a 34% yield). (1) The reactants are Cl[C:2]1[N:6]([CH3:7])[N:5]=[CH:4][C:3]=1[N+:8]([O-:10])=[O:9].[OH:11][C@H:12]1[CH2:17][CH2:16][CH2:15][N:14]([C:18]([O:20][C:21]([CH3:24])([CH3:23])[CH3:22])=[O:19])[CH2:13]1. No catalyst specified. The product is [CH3:7][N:6]1[C:2]([O:11][C@H:12]2[CH2:17][CH2:16][CH2:15][N:14]([C:18]([O:20][C:21]([CH3:24])([CH3:23])[CH3:22])=[O:19])[CH2:13]2)=[C:3]([N+:8]([O-:10])=[O:9])[CH:4]=[N:5]1. The yield is 0.970. (2) The reactants are [OH:1][C@@H:2]1[CH2:6][CH2:5][N:4]([C:7]([O:9][C:10]([CH3:13])([CH3:12])[CH3:11])=[O:8])[CH2:3]1.C(N(CC)CC)C.[CH3:21][S:22](Cl)(=[O:24])=[O:23].O. The yield is 1.00. The product is [CH3:21][S:22]([O:1][C@@H:2]1[CH2:6][CH2:5][N:4]([C:7]([O:9][C:10]([CH3:13])([CH3:12])[CH3:11])=[O:8])[CH2:3]1)(=[O:24])=[O:23]. The catalyst is C(Cl)Cl. (3) The reactants are [H-].[Na+].[F:3][C:4]([F:13])([F:12])[C:5]1[CH:10]=[CH:9][C:8]([OH:11])=[CH:7][CH:6]=1.[H][H].Br[CH2:17][CH:18]([O:22][CH2:23][CH3:24])[O:19][CH2:20][CH3:21]. The catalyst is CN(C=O)C. The product is [CH2:20]([O:19][CH:18]([O:22][CH2:23][CH3:24])[CH2:17][O:11][C:8]1[CH:7]=[CH:6][C:5]([C:4]([F:12])([F:13])[F:3])=[CH:10][CH:9]=1)[CH3:21]. The yield is 0.130. (4) The reactants are Br[C:2]1[CH:11]=[N:10][C:9]2[N:8]([CH2:12][C:13]3[CH:18]=[CH:17][C:16]([O:19][CH3:20])=[CH:15][CH:14]=3)[C:7](=[O:21])[N:6]3[N:22]=[CH:23][N:24]=[C:5]3[C:4]=2[CH:3]=1.CO[C:27]1C=C(B(O)O)C=C[C:32]=1OC.P([O-])([O-])([O-])=O.[K+].[K+].[K+]. The catalyst is C1C=CC(/C=C/C(/C=C/C2C=CC=CC=2)=O)=CC=1.C1C=CC(/C=C/C(/C=C/C2C=CC=CC=2)=O)=CC=1.C1C=CC(/C=C/C(/C=C/C2C=CC=CC=2)=O)=CC=1.[Pd].[Pd].COCCOC. The product is [CH3:20][O:19][C:16]1[CH:17]=[CH:18][C:13]([CH2:12][N:8]2[C:9]3[N:10]=[CH:11][C:2]([CH:27]=[CH2:32])=[CH:3][C:4]=3[C:5]3=[N:24][CH:23]=[N:22][N:6]3[C:7]2=[O:21])=[CH:14][CH:15]=1. The yield is 0.0700. (5) The reactants are I[C:2]1[C:3]([NH:8][C@H:9]([C:11]2[N:16]([C:17]3[CH:22]=[CH:21][CH:20]=[CH:19][CH:18]=3)[C:15](=[O:23])[C:14]3=[C:24]([CH3:27])[CH:25]=[CH:26][N:13]3[N:12]=2)[CH3:10])=[N:4][CH:5]=[N:6][CH:7]=1.[F:28][C:29]1[CH:30]=[C:31](B(O)O)[CH:32]=[C:33]([OH:35])[CH:34]=1.C(=O)([O-])[O-].[Na+].[Na+]. No catalyst specified. The product is [F:28][C:29]1[CH:30]=[C:31]([C:2]2[C:3]([NH:8][C@H:9]([C:11]3[N:16]([C:17]4[CH:22]=[CH:21][CH:20]=[CH:19][CH:18]=4)[C:15](=[O:23])[C:14]4=[C:24]([CH3:27])[CH:25]=[CH:26][N:13]4[N:12]=3)[CH3:10])=[N:4][CH:5]=[N:6][CH:7]=2)[CH:32]=[C:33]([OH:35])[CH:34]=1. The yield is 0.540. (6) The catalyst is ClC(Cl)C. The yield is 0.800. The reactants are [CH3:1][O:2][C:3]1[CH:4]=[C:5]([OH:13])[CH:6]=[C:7]([O:11][CH3:12])[C:8]=1[O:9][CH3:10].B(F)(F)F.CCOCC.[C:23](Cl)(=[O:27])[CH:24]([CH3:26])[CH3:25]. The product is [OH:13][C:5]1[C:6]([C:23](=[O:27])[CH:24]([CH3:26])[CH3:25])=[C:7]([O:11][CH3:12])[C:8]([O:9][CH3:10])=[C:3]([O:2][CH3:1])[CH:4]=1.